Dataset: Reaction yield outcomes from USPTO patents with 853,638 reactions. Task: Predict the reaction yield, written as a fraction of the theoretical maximum amount of product (1.0 means a 100% yield; for example, 0.34 means a 34% yield). (1) The reactants are [F:1][C:2]1[CH:3]=[C:4]([C:26]([O:28]CC)=O)[C:5]2[C:6](=O)[CH:7]([C:19]3[N:23]([CH3:24])[N:22]=[CH:21][N:20]=3)[CH:8]([C:12]3[CH:17]=[CH:16][C:15]([F:18])=[CH:14][CH:13]=3)[NH:9][C:10]=2[CH:11]=1.O.[NH2:32][NH2:33]. The catalyst is CO. The product is [F:1][C:2]1[CH:11]=[C:10]2[NH:9][CH:8]([C:12]3[CH:13]=[CH:14][C:15]([F:18])=[CH:16][CH:17]=3)[CH:7]([C:19]3[N:23]([CH3:24])[N:22]=[CH:21][N:20]=3)[C:6]3=[N:32][NH:33][C:26](=[O:28])[C:4]([CH:3]=1)=[C:5]23. The yield is 0.840. (2) The reactants are [N+:1]([C:4]1[CH:31]=[C:8]([CH:9]=[N:10][C@H:11]([CH3:30])[C:12]([C:22]2[CH:27]=[CH:26][CH:25]=[CH:24][C:23]=2[O:28][CH3:29])([C:14]2[CH:19]=[CH:18][CH:17]=[CH:16][C:15]=2[O:20][CH3:21])[OH:13])[C:7]([OH:32])=[CH:6][CH:5]=1)([O-:3])=[O:2]. The catalyst is C1(C)C=CC=CC=1. The product is [N+:1]([C:4]1[CH:31]=[C:8]([CH:9]=[N:10][CH:11]([CH3:30])[C:12]([C:14]2[CH:19]=[CH:18][CH:17]=[CH:16][C:15]=2[O:20][CH3:21])([C:22]2[CH:27]=[CH:26][CH:25]=[CH:24][C:23]=2[O:28][CH3:29])[OH:13])[C:7]([OH:32])=[CH:6][CH:5]=1)([O-:3])=[O:2]. The yield is 0.820.